This data is from Retrosynthesis with 50K atom-mapped reactions and 10 reaction types from USPTO. The task is: Predict the reactants needed to synthesize the given product. (1) The reactants are: Cc1nc(CO)co1.O=S(=O)(Nc1ncc(Cl)nc1Cl)c1cccc(Cl)c1Cl. Given the product Cc1nc(COc2nc(Cl)cnc2NS(=O)(=O)c2cccc(Cl)c2Cl)co1, predict the reactants needed to synthesize it. (2) Given the product COC(=O)[C@H]1C[C@H](NC(=O)c2cccc(CNC(=O)OC(C)(C)C)c2)c2c(Cl)cc(Cl)cc2N1, predict the reactants needed to synthesize it. The reactants are: CC(C)(C)OC(=O)NCc1cccc(C(=O)O)c1.COC(=O)C1CC(N)c2c(Cl)cc(Cl)cc2N1. (3) Given the product CCO[C@]1(c2ccc(F)c(F)c2)CCN(C(=O)OC(C)(C)C)C[C@@H]1C(=O)N(Cc1cc(CCCOC)cc(OCCOC)c1)C1CC1, predict the reactants needed to synthesize it. The reactants are: CCI.COCCCc1cc(CN(C(=O)[C@H]2CN(C(=O)OC(C)(C)C)CC[C@]2(O)c2ccc(F)c(F)c2)C2CC2)cc(OCCOC)c1. (4) Given the product COc1ccccc1C(=O)c1cc([N+](=O)[O-])ccc1Cl, predict the reactants needed to synthesize it. The reactants are: COc1ccccc1C(O)c1cc([N+](=O)[O-])ccc1Cl. (5) Given the product Nc1ccc(-c2nc(N3CCOCC3)c3cc(CN4CCN(C(=O)CO)CC4)sc3n2)cn1, predict the reactants needed to synthesize it. The reactants are: CC1(C)OB(c2ccc(N)nc2)OC1(C)C.O=C(CO)N1CCN(Cc2cc3c(N4CCOCC4)nc(Cl)nc3s2)CC1. (6) Given the product CCCCCCc1c(C(=O)O)sc2ccsc12, predict the reactants needed to synthesize it. The reactants are: CCCCCCc1c(C(=O)OCC)sc2ccsc12. (7) Given the product CCCCc1nc2c(N)nc3ccccc3c2n1CCCCNS(=O)(=O)Cc1ccccc1, predict the reactants needed to synthesize it. The reactants are: CCCCc1nc2c(N)nc3ccccc3c2n1CCCCN.O=S(=O)(Cl)Cc1ccccc1.